The task is: Regression. Given two drug SMILES strings and cell line genomic features, predict the synergy score measuring deviation from expected non-interaction effect.. This data is from NCI-60 drug combinations with 297,098 pairs across 59 cell lines. Drug 1: C1=CC(=CC=C1CC(C(=O)O)N)N(CCCl)CCCl.Cl. Drug 2: CC1C(C(CC(O1)OC2CC(CC3=C2C(=C4C(=C3O)C(=O)C5=CC=CC=C5C4=O)O)(C(=O)C)O)N)O. Synergy scores: CSS=58.3, Synergy_ZIP=-4.63, Synergy_Bliss=-3.43, Synergy_Loewe=-19.1, Synergy_HSA=-1.63. Cell line: A549.